Dataset: Catalyst prediction with 721,799 reactions and 888 catalyst types from USPTO. Task: Predict which catalyst facilitates the given reaction. (1) Reactant: [NH2:1][C:2]1[CH:3]=[N:4][CH:5]=[CH:6][C:7]=1[Cl:8].[CH3:9][C:10]1[C:11]([C:19]2[S:23][C:22]([C:24](Cl)=[O:25])=[CH:21][CH:20]=2)=[N:12][O:13][C:14]=1[C:15]([F:18])([F:17])[F:16]. Product: [Cl:8][C:7]1[CH:6]=[CH:5][N:4]=[CH:3][C:2]=1[NH:1][C:24]([C:22]1[S:23][C:19]([C:11]2[C:10]([CH3:9])=[C:14]([C:15]([F:17])([F:18])[F:16])[O:13][N:12]=2)=[CH:20][CH:21]=1)=[O:25]. The catalyst class is: 1. (2) Reactant: [CH2:1]([O:3][C:4](=[O:25])[CH2:5][NH:6][C:7]1[CH:12]=[C:11]([C:13]2[N:17]=[C:16]([C:18]3[S:19][CH:20]=[CH:21][C:22]=3[Cl:23])[O:15][N:14]=2)[CH:10]=[CH:9][C:8]=1[Cl:24])[CH3:2].C=O.[C:28]([BH3-])#N.[Na+].[OH-].[Na+]. Product: [CH2:1]([O:3][C:4](=[O:25])[CH2:5][N:6]([C:7]1[CH:12]=[C:11]([C:13]2[N:17]=[C:16]([C:18]3[S:19][CH:20]=[CH:21][C:22]=3[Cl:23])[O:15][N:14]=2)[CH:10]=[CH:9][C:8]=1[Cl:24])[CH3:28])[CH3:2]. The catalyst class is: 15.